From a dataset of Reaction yield outcomes from USPTO patents with 853,638 reactions. Predict the reaction yield, written as a fraction of the theoretical maximum amount of product (1.0 means a 100% yield; for example, 0.34 means a 34% yield). (1) The reactants are [Li]CCCC.Br[C:7]1[CH:8]=[CH:9][C:10]([N:13]2[CH2:17][CH2:16][C@H:15]([O:18][C:19]3[C:24]([Cl:25])=[CH:23][C:22]([CH3:26])=[CH:21][C:20]=3[Cl:27])[CH2:14]2)=[N:11][CH:12]=1.CN([CH:31]=[O:32])C.[NH4+].[Cl-]. The catalyst is C1COCC1. The product is [Cl:27][C:20]1[CH:21]=[C:22]([CH3:26])[CH:23]=[C:24]([Cl:25])[C:19]=1[O:18][C@H:15]1[CH2:16][CH2:17][N:13]([C:10]2[N:11]=[CH:12][C:7]([CH:31]=[O:32])=[CH:8][CH:9]=2)[CH2:14]1. The yield is 0.610. (2) The reactants are O.O.[Sn](Cl)Cl.[N:6]1([C:12]2[CH:19]=[CH:18][C:15]([C:16]#[N:17])=[C:14]([N+:20]([O-])=O)[CH:13]=2)[CH2:11][CH2:10][O:9][CH2:8][CH2:7]1.[OH-].[Na+]. The catalyst is Cl. The product is [NH2:20][C:14]1[CH:13]=[C:12]([N:6]2[CH2:7][CH2:8][O:9][CH2:10][CH2:11]2)[CH:19]=[CH:18][C:15]=1[C:16]#[N:17]. The yield is 0.950. (3) The reactants are [F:1][C:2]([F:15])([F:14])[O:3][C:4]1[CH:12]=[CH:11][CH:10]=[C:9]2[C:5]=1[CH2:6][CH2:7][C@@H:8]2[OH:13].[CH3:16][O:17][C:18](=[O:30])[CH2:19][C@H:20]1[C:24]2[CH:25]=[CH:26][C:27](O)=[CH:28][C:23]=2[O:22][CH2:21]1. No catalyst specified. The product is [CH3:16][O:17][C:18](=[O:30])[CH2:19][C@H:20]1[C:24]2[CH:25]=[CH:26][C:27]([O:13][C@H:8]3[C:9]4[C:5](=[C:4]([O:3][C:2]([F:14])([F:15])[F:1])[CH:12]=[CH:11][CH:10]=4)[CH2:6][CH2:7]3)=[CH:28][C:23]=2[O:22][CH2:21]1. The yield is 0.490. (4) The reactants are Cl[C:2]1(Cl)[CH2:7][CH2:6][CH2:5][N:4]([C:8]2[CH:13]=[CH:12][C:11]([I:14])=[CH:10][CH:9]=2)[C:3]1=[O:15].[NH:17]1[CH2:22][CH2:21][O:20][CH2:19][CH2:18]1. No catalyst specified. The product is [I:14][C:11]1[CH:12]=[CH:13][C:8]([N:4]2[CH2:5][CH2:6][CH:7]=[C:2]([N:17]3[CH2:22][CH2:21][O:20][CH2:19][CH2:18]3)[C:3]2=[O:15])=[CH:9][CH:10]=1. The yield is 0.780. (5) The reactants are [N+:1]([C:4]1[CH:13]=[C:12]2[C:7]([CH2:8][CH2:9][CH2:10][CH:11]2[OH:14])=[CH:6][CH:5]=1)([O-])=O. The catalyst is CO. The product is [NH2:1][C:4]1[CH:13]=[C:12]2[C:7]([CH2:8][CH2:9][CH2:10][CH:11]2[OH:14])=[CH:6][CH:5]=1. The yield is 0.950.